From a dataset of Reaction yield outcomes from USPTO patents with 853,638 reactions. Predict the reaction yield, written as a fraction of the theoretical maximum amount of product (1.0 means a 100% yield; for example, 0.34 means a 34% yield). (1) The reactants are [NH2:1][C:2]1[CH:7]=[CH:6][CH:5]=[CH:4][C:3]=1[SH:8].[OH:9][C:10]1[CH:18]=[CH:17][C:13]([C:14](O)=O)=[CH:12][C:11]=1[O:19][CH3:20].[OH-].[K+]. No catalyst specified. The product is [S:8]1[C:3]2[CH:4]=[CH:5][CH:6]=[CH:7][C:2]=2[N:1]=[C:14]1[C:13]1[CH:17]=[CH:18][C:10]([OH:9])=[C:11]([O:19][CH3:20])[CH:12]=1. The yield is 0.0300. (2) The reactants are [Br:1][C:2]1[CH:3]=[C:4]([CH2:8][C:9]([OH:11])=[O:10])[CH:5]=[CH:6][CH:7]=1.S(=O)(=O)(O)O.[CH3:17]O. No catalyst specified. The product is [CH3:17][O:10][C:9](=[O:11])[CH2:8][C:4]1[CH:5]=[CH:6][CH:7]=[C:2]([Br:1])[CH:3]=1. The yield is 0.990. (3) The catalyst is CN(C)C=O.C(OCC)(=O)C. The yield is 0.900. The reactants are [OH:1][C:2]1[CH:3]=[C:4]2[C:8](=[CH:9][CH:10]=1)[N:7]([CH:11]1[CH2:16][CH2:15][CH2:14][CH2:13][O:12]1)[N:6]=[C:5]2[CH:17]=[O:18].C([O-])([O-])=O.[Cs+].[Cs+].Br[CH2:26][CH2:27][O:28][CH3:29]. The product is [CH3:29][O:28][CH2:27][CH2:26][O:1][C:2]1[CH:3]=[C:4]2[C:8](=[CH:9][CH:10]=1)[N:7]([CH:11]1[CH2:16][CH2:15][CH2:14][CH2:13][O:12]1)[N:6]=[C:5]2[CH:17]=[O:18]. (4) The reactants are Br[C:2]1[CH:6]=[CH:5][O:4][C:3]=1[C:7]([O:9][CH2:10][CH3:11])=[O:8].C([Sn](CCCC)(CCCC)[C:17]1[CH:22]=[CH:21][N:20]=[CH:19][CH:18]=1)CCC.[F-].[NH4+]. The catalyst is C1COCC1.C1C=CC([P]([Pd]([P](C2C=CC=CC=2)(C2C=CC=CC=2)C2C=CC=CC=2)([P](C2C=CC=CC=2)(C2C=CC=CC=2)C2C=CC=CC=2)[P](C2C=CC=CC=2)(C2C=CC=CC=2)C2C=CC=CC=2)(C2C=CC=CC=2)C2C=CC=CC=2)=CC=1. The product is [N:20]1[CH:21]=[CH:22][C:17]([C:2]2[CH:6]=[CH:5][O:4][C:3]=2[C:7]([O:9][CH2:10][CH3:11])=[O:8])=[CH:18][CH:19]=1. The yield is 0.450. (5) The reactants are [C:1]1([S:7]([N:10]2[C:18]3[C:13](=[CH:14][C:15]([F:19])=[CH:16][CH:17]=3)[CH:12]=[CH:11]2)(=[O:9])=[O:8])[CH:6]=[CH:5][CH:4]=[CH:3][CH:2]=1.[Li]C(C)(C)C.[C:25]([O:29][C:30]([N:32]1[CH2:37][CH2:36][C:35]([CH:41]=[O:42])([CH2:38][CH2:39][CH3:40])[CH2:34][CH2:33]1)=[O:31])([CH3:28])([CH3:27])[CH3:26]. The catalyst is C1COCC1. The product is [C:25]([O:29][C:30]([N:32]1[CH2:37][CH2:36][C:35]([CH:41]([C:11]2[N:10]([S:7]([C:1]3[CH:2]=[CH:3][CH:4]=[CH:5][CH:6]=3)(=[O:9])=[O:8])[C:18]3[C:13]([CH:12]=2)=[CH:14][C:15]([F:19])=[CH:16][CH:17]=3)[OH:42])([CH2:38][CH2:39][CH3:40])[CH2:34][CH2:33]1)=[O:31])([CH3:27])([CH3:28])[CH3:26]. The yield is 0.530.